Dataset: Reaction yield outcomes from USPTO patents with 853,638 reactions. Task: Predict the reaction yield, written as a fraction of the theoretical maximum amount of product (1.0 means a 100% yield; for example, 0.34 means a 34% yield). The reactants are [F:1][C:2]1[CH:7]=[CH:6][C:5]([C:8]2[N:9](COCC[Si](C)(C)C)[C:10]([C:19]3[CH:20]=[C:21]4[CH:27]=[CH:26][NH:25][C:22]4=[N:23][CH:24]=3)=[C:11]([C:13]3[CH:18]=[CH:17][N:16]=[CH:15][CH:14]=3)[N:12]=2)=[CH:4][CH:3]=1.C1C(=O)N([Cl:43])C(=O)C1.Cl. The catalyst is C(#N)C. The product is [Cl:43][C:27]1[C:21]2[C:22](=[N:23][CH:24]=[C:19]([C:10]3[NH:9][C:8]([C:5]4[CH:6]=[CH:7][C:2]([F:1])=[CH:3][CH:4]=4)=[N:12][C:11]=3[C:13]3[CH:18]=[CH:17][N:16]=[CH:15][CH:14]=3)[CH:20]=2)[NH:25][CH:26]=1. The yield is 0.380.